Dataset: Peptide-MHC class I binding affinity with 185,985 pairs from IEDB/IMGT. Task: Regression. Given a peptide amino acid sequence and an MHC pseudo amino acid sequence, predict their binding affinity value. This is MHC class I binding data. (1) The peptide sequence is STTRGALIF. The MHC is HLA-A32:01 with pseudo-sequence HLA-A32:01. The binding affinity (normalized) is 0.474. (2) The peptide sequence is YGGKKAVTY. The MHC is HLA-A31:01 with pseudo-sequence HLA-A31:01. The binding affinity (normalized) is 0.0847. (3) The peptide sequence is FPNITNLCPF. The MHC is HLA-A30:02 with pseudo-sequence HLA-A30:02. The binding affinity (normalized) is 0. (4) The peptide sequence is RPRIRLSAP. The MHC is HLA-B27:05 with pseudo-sequence HLA-B27:05. The binding affinity (normalized) is 0.0847. (5) The binding affinity (normalized) is 0.0847. The MHC is HLA-A02:12 with pseudo-sequence HLA-A02:12. The peptide sequence is YWDQVTFFY.